Dataset: Reaction yield outcomes from USPTO patents with 853,638 reactions. Task: Predict the reaction yield, written as a fraction of the theoretical maximum amount of product (1.0 means a 100% yield; for example, 0.34 means a 34% yield). (1) The reactants are [Cl:1][C:2]1[CH:28]=[CH:27][C:5]([CH2:6][NH:7][C:8]([C:10]2[C:11](=[O:26])[C:12]3[CH:21]=[C:20]([C:22]#[C:23][CH2:24][OH:25])[S:19][C:13]=3[N:14]([CH:16]([CH3:18])[CH3:17])[CH:15]=2)=[O:9])=[CH:4][CH:3]=1. The catalyst is C(O)C.[Pd]. The product is [Cl:1][C:2]1[CH:3]=[CH:4][C:5]([CH2:6][NH:7][C:8]([C:10]2[C:11](=[O:26])[C:12]3[CH:21]=[C:20]([CH2:22][CH2:23][CH2:24][OH:25])[S:19][C:13]=3[N:14]([CH:16]([CH3:18])[CH3:17])[CH:15]=2)=[O:9])=[CH:27][CH:28]=1. The yield is 0.460. (2) The reactants are C(O)(C(F)(F)F)=O.[Br:8][C:9]1[CH:10]=[CH:11][C:12]([N:15](C(OC(C)(C)C)=O)[CH2:16][C:17]([O:19][CH3:20])=[O:18])=[N:13][CH:14]=1. The catalyst is C(Cl)Cl. The product is [Br:8][C:9]1[CH:10]=[CH:11][C:12]([NH:15][CH2:16][C:17]([O:19][CH3:20])=[O:18])=[N:13][CH:14]=1. The yield is 1.00. (3) The reactants are [CH2:1]([O:8][C:9]1[C:14]([CH3:15])=[CH:13][C:12]([C:16]2[CH:21]=[CH:20][C:19]([C:22]([OH:24])=[O:23])=[C:18](F)[CH:17]=2)=[CH:11][C:10]=1[CH3:26])[C:2]1[CH:7]=[CH:6][CH:5]=[CH:4][CH:3]=1.[CH:27]([Mg]Cl)([CH3:29])[CH3:28].Cl. The catalyst is O1CCCC1. The product is [CH2:1]([O:8][C:9]1[C:14]([CH3:15])=[CH:13][C:12]([C:16]2[CH:21]=[CH:20][C:19]([C:22]([OH:24])=[O:23])=[C:18]([CH:27]([CH3:29])[CH3:28])[CH:17]=2)=[CH:11][C:10]=1[CH3:26])[C:2]1[CH:7]=[CH:6][CH:5]=[CH:4][CH:3]=1. The yield is 1.00. (4) The reactants are Br[C:2]1[CH:3]=[C:4]([CH:7]=[O:8])[S:5][CH:6]=1.[B:9]1([B:9]2[O:13][C:12]([CH3:15])([CH3:14])[C:11]([CH3:17])([CH3:16])[O:10]2)[O:13][C:12]([CH3:15])([CH3:14])[C:11]([CH3:17])([CH3:16])[O:10]1.C([O-])(=O)C.[K+]. The catalyst is COCCOC.C1C=CC(P(C2C=CC=CC=2)[C-]2C=CC=C2)=CC=1.C1C=CC(P(C2C=CC=CC=2)[C-]2C=CC=C2)=CC=1.Cl[Pd]Cl.[Fe+2]. The product is [CH3:16][C:11]1([CH3:17])[C:12]([CH3:15])([CH3:14])[O:13][B:9]([C:2]2[CH:3]=[C:4]([CH:7]=[O:8])[S:5][CH:6]=2)[O:10]1. The yield is 0.880. (5) The reactants are C([N:4]1[C:12]2[C:7](=[CH:8][CH:9]=[CH:10][CH:11]=2)[C:6](=[O:13])[C:5]1=[CH:14][C:15]([C:24]#[N:25])=[C:16]1[N:20]([CH3:21])[CH2:19][CH:18]([CH2:22][OH:23])[O:17]1)(=O)C. The catalyst is CO. The product is [C:24]([C:15](=[C:16]1[N:20]([CH3:21])[CH2:19][CH:18]([CH2:22][OH:23])[O:17]1)[CH:14]=[C:5]1[C:6](=[O:13])[C:7]2[C:12](=[CH:11][CH:10]=[CH:9][CH:8]=2)[NH:4]1)#[N:25]. The yield is 0.697. (6) The reactants are B.CSC.[O:5]1[CH2:10][CH2:9][CH2:8][CH2:7][CH:6]1[O:11][C:12]1[CH:30]=[CH:29][C:15]([O:16][CH:17]([C:21]2[CH:28]=[CH:27][C:24]([C:25]#[N:26])=[CH:23][CH:22]=2)[CH2:18][CH:19]=[CH2:20])=[CH:14][CH:13]=1.O.CC[O:34]CC. The catalyst is C1COCC1. The product is [OH:34][CH2:20][CH2:19][CH2:18][CH:17]([C:21]1[CH:22]=[CH:23][C:24]([C:25]#[N:26])=[CH:27][CH:28]=1)[O:16][C:15]1[CH:29]=[CH:30][C:12]([O:11][CH:6]2[CH2:7][CH2:8][CH2:9][CH2:10][O:5]2)=[CH:13][CH:14]=1. The yield is 0.580. (7) The reactants are Br[C:2]1[N:7]=[C:6]([C:8]([F:11])([F:10])[F:9])[C:5]([N+:12]([O-:14])=[O:13])=[CH:4][CH:3]=1.Cl.[CH:16]12[NH:22][CH:19]([CH2:20][CH2:21]1)[CH2:18][CH2:17]2.C(N(CC)CC)C. The catalyst is C(#N)C. The product is [N+:12]([C:5]1[CH:4]=[CH:3][C:2]([N:22]2[CH:16]3[CH2:21][CH2:20][CH:19]2[CH2:18][CH2:17]3)=[N:7][C:6]=1[C:8]([F:11])([F:10])[F:9])([O-:14])=[O:13]. The yield is 0.940.